Dataset: Full USPTO retrosynthesis dataset with 1.9M reactions from patents (1976-2016). Task: Predict the reactants needed to synthesize the given product. Given the product [C:1]([CH:5]1[CH2:10][CH2:9][CH:8]([NH:11][C:12]([C:14]2[CH:36]=[CH:35][C:17]([O:18][C:19]3[CH:28]=[C:27]4[C:22]([CH:23]([C:29]([OH:31])=[O:30])[CH2:24][CH2:25][O:26]4)=[CH:21][C:20]=3[C:33]#[N:34])=[CH:16][CH:15]=2)=[O:13])[CH2:7][CH2:6]1)([CH3:4])([CH3:2])[CH3:3], predict the reactants needed to synthesize it. The reactants are: [C:1]([CH:5]1[CH2:10][CH2:9][CH:8]([NH:11][C:12]([C:14]2[CH:36]=[CH:35][C:17]([O:18][C:19]3[CH:28]=[C:27]4[C:22]([CH:23]([C:29]([O:31]C)=[O:30])[CH2:24][CH2:25][O:26]4)=[CH:21][C:20]=3[C:33]#[N:34])=[CH:16][CH:15]=2)=[O:13])[CH2:7][CH2:6]1)([CH3:4])([CH3:3])[CH3:2].C(C1C=C2C(=CC=1OC1C=CC(C(O)=O)=CC=1)OCCC2C(OC)=O)#N.C(C1CCC(N)CC1)(C)(C)C.